From a dataset of Forward reaction prediction with 1.9M reactions from USPTO patents (1976-2016). Predict the product of the given reaction. (1) Given the reactants CCN(C(C)C)C(C)C.Cl.Cl.[Br:12][C:13]1[N:17]2[N:18]=[C:19]([N:22]3[CH2:27][CH2:26][NH:25][CH2:24][CH2:23]3)[CH:20]=[CH:21][C:16]2=[N:15][CH:14]=1.[C:28](Cl)(=[O:33])[C:29]([CH3:32])([CH3:31])[CH3:30], predict the reaction product. The product is: [Br:12][C:13]1[N:17]2[N:18]=[C:19]([N:22]3[CH2:23][CH2:24][N:25]([C:28](=[O:33])[C:29]([CH3:32])([CH3:31])[CH3:30])[CH2:26][CH2:27]3)[CH:20]=[CH:21][C:16]2=[N:15][CH:14]=1. (2) Given the reactants Cl[C:2]1[C:11]2[C:6](=[CH:7][C:8]([F:15])=[C:9]([N+:12]([O-:14])=[O:13])[CH:10]=2)[N:5]=[CH:4][N:3]=1.[C:16]([C:18]1[CH:19]=[C:20]([NH2:24])[CH:21]=[CH:22][CH:23]=1)#[CH:17], predict the reaction product. The product is: [C:16]([C:18]1[CH:19]=[C:20]([NH:24][C:2]2[C:11]3[C:6](=[CH:7][C:8]([F:15])=[C:9]([N+:12]([O-:14])=[O:13])[CH:10]=3)[N:5]=[CH:4][N:3]=2)[CH:21]=[CH:22][CH:23]=1)#[CH:17]. (3) Given the reactants [O:1]=[C:2]([Cl:8])OC(Cl)(Cl)Cl.[NH:9]1[C:17]2[C:12](=[CH:13][CH:14]=[CH:15][CH:16]=2)[CH2:11][CH2:10]1.C(N(CC)CC)C, predict the reaction product. The product is: [N:9]1([C:2]([Cl:8])=[O:1])[C:17]2[C:12](=[CH:13][CH:14]=[CH:15][CH:16]=2)[CH2:11][CH2:10]1. (4) Given the reactants [Cl:1][C:2]1[CH:10]=[C:9]2[C:5]([CH:6]=[C:7]([S:18]([NH:21][C@H:22]3[CH2:26][CH2:25][N:24]([C:27]4[CH:28]=[C:29]5[C:34](=[CH:35][CH:36]=4)[CH2:33][N:32](C(OC(C)(C)C)=O)[CH2:31][CH2:30]5)[C:23]3=[O:44])(=[O:20])=[O:19])[N:8]2[C:11]([O:13]C(C)(C)C)=[O:12])=[CH:4][CH:3]=1.Cl, predict the reaction product. The product is: [CH:11]([OH:13])=[O:12].[Cl:1][C:2]1[CH:10]=[C:9]2[C:5]([CH:6]=[C:7]([S:18]([NH:21][C@H:22]3[CH2:26][CH2:25][N:24]([C:27]4[CH:28]=[C:29]5[C:34](=[CH:35][CH:36]=4)[CH2:33][NH:32][CH2:31][CH2:30]5)[C:23]3=[O:44])(=[O:20])=[O:19])[NH:8]2)=[CH:4][CH:3]=1. (5) Given the reactants C(O)#C[OH:3].[CH3:5][C@H:6]1[C:13](S[C@@H]2CN[C@H]([C@H](O)[C@H]3CNCC3)C2)=C(C(O)=O)N2[C@H:7]1[C@@H:8]([C@H:30](O)[CH3:31])[C:9]2=O.Cl, predict the reaction product. The product is: [CH3:5][CH:6]([CH2:7][C:8]([OH:3])([C:30]#[CH:31])[CH3:9])[CH3:13]. (6) Given the reactants [CH:1]1([CH2:4][NH:5][CH2:6][CH2:7][C:8]2[CH:13]=[CH:12][C:11]([CH2:14][N:15]3[CH2:19][CH2:18][CH2:17][CH2:16]3)=[CH:10][CH:9]=2)[CH2:3][CH2:2]1.[Cl:20][C:21]1[CH:26]=[CH:25][C:24]([C:27]2[CH:32]=[CH:31][C:30]([C:33](O)=[O:34])=[CH:29][CH:28]=2)=[CH:23][CH:22]=1, predict the reaction product. The product is: [CH:1]1([CH2:4][N:5]([CH2:6][CH2:7][C:8]2[CH:9]=[CH:10][C:11]([CH2:14][N:15]3[CH2:19][CH2:18][CH2:17][CH2:16]3)=[CH:12][CH:13]=2)[C:33]([C:30]2[CH:29]=[CH:28][C:27]([C:24]3[CH:25]=[CH:26][C:21]([Cl:20])=[CH:22][CH:23]=3)=[CH:32][CH:31]=2)=[O:34])[CH2:3][CH2:2]1. (7) Given the reactants [CH:1]([N:4]1[CH2:9][CH2:8][N:7]([CH2:10][CH2:11][CH2:12][CH:13]([NH2:20])[C:14]2[CH:19]=[CH:18][CH:17]=[CH:16][CH:15]=2)[CH2:6][CH2:5]1)([CH3:3])[CH3:2].[Cl:21][C:22]1[C:30]2[C:25](=[CH:26][C:27]([C:31](O)=[O:32])=[CH:28][CH:29]=2)[NH:24][CH:23]=1, predict the reaction product. The product is: [Cl:21][C:22]1[C:30]2[C:25](=[CH:26][C:27]([C:31]([NH:20][CH:13]([C:14]3[CH:15]=[CH:16][CH:17]=[CH:18][CH:19]=3)[CH2:12][CH2:11][CH2:10][N:7]3[CH2:8][CH2:9][N:4]([CH:1]([CH3:3])[CH3:2])[CH2:5][CH2:6]3)=[O:32])=[CH:28][CH:29]=2)[NH:24][CH:23]=1.